From a dataset of NCI-60 drug combinations with 297,098 pairs across 59 cell lines. Regression. Given two drug SMILES strings and cell line genomic features, predict the synergy score measuring deviation from expected non-interaction effect. Drug 1: CC12CCC3C(C1CCC2O)C(CC4=C3C=CC(=C4)O)CCCCCCCCCS(=O)CCCC(C(F)(F)F)(F)F. Drug 2: CC1C(C(CC(O1)OC2CC(CC3=C2C(=C4C(=C3O)C(=O)C5=CC=CC=C5C4=O)O)(C(=O)C)O)N)O. Cell line: DU-145. Synergy scores: CSS=40.3, Synergy_ZIP=2.34, Synergy_Bliss=3.04, Synergy_Loewe=-13.4, Synergy_HSA=1.90.